From a dataset of Full USPTO retrosynthesis dataset with 1.9M reactions from patents (1976-2016). Predict the reactants needed to synthesize the given product. (1) Given the product [ClH:30].[CH3:2][O:48][C:46](=[O:47])[C@H:45]([NH2:44])[CH2:49][C:50]1[CH:55]=[CH:54][C:53]([Cl:56])=[CH:52][CH:51]=1, predict the reactants needed to synthesize it. The reactants are: N1SN=C2C(S(NC3C=C(Cl)C(Cl)=CC=3C(N[C@H](CC3C=CC([Cl:30])=CC=3)C(O)=O)=O)(=O)=O)=CC=C[C:2]=12.C(OC([NH:44][C@H:45]([CH2:49][C:50]1[CH:55]=[CH:54][C:53]([Cl:56])=[CH:52][CH:51]=1)[C:46]([OH:48])=[O:47])=O)(C)(C)C. (2) The reactants are: [CH:1]1[C:11]2[CH:10]([OH:12])[C:9]3[CH:13]=[CH:14][CH:15]=[CH:16][C:8]=3[CH2:7][S:6][C:5]=2[CH:4]=[CH:3][CH:2]=1.[H-].[Na+].[C:19]([O:23]C(=O)CBr)(C)(C)[CH3:20].[H-].[Al+3].[Li+].[H-].[H-].[H-]. Given the product [CH:1]1[C:11]2[CH:10]([O:12][CH2:20][CH2:19][OH:23])[C:9]3[CH:13]=[CH:14][CH:15]=[CH:16][C:8]=3[CH2:7][S:6][C:5]=2[CH:4]=[CH:3][CH:2]=1, predict the reactants needed to synthesize it. (3) Given the product [O:1]=[C:2]1[CH:3]=[C:4]([CH:6]2[CH2:11][CH2:10][N:9]([C:12]([O:14][C:15]([CH3:18])([CH3:17])[CH3:16])=[O:13])[CH2:8][CH2:7]2)[N:21]2[N:22]=[C:23]3[C:28]([C:27]([C:29]4[CH:34]=[CH:33][N:32]=[CH:31][CH:30]=4)=[CH:26][CH:25]=[CH:24]3)=[C:20]2[NH:19]1, predict the reactants needed to synthesize it. The reactants are: [O:1]=[C:2]([NH:19][C:20]1[C:28]2[C:23](=[CH:24][CH:25]=[CH:26][C:27]=2[C:29]2[CH:34]=[CH:33][N:32]=[CH:31][CH:30]=2)[NH:22][N:21]=1)[CH2:3][C:4]([CH:6]1[CH2:11][CH2:10][N:9]([C:12]([O:14][C:15]([CH3:18])([CH3:17])[CH3:16])=[O:13])[CH2:8][CH2:7]1)=O.P([O-])([O-])([O-])=O.[K+].[K+].[K+].